From a dataset of Reaction yield outcomes from USPTO patents with 853,638 reactions. Predict the reaction yield, written as a fraction of the theoretical maximum amount of product (1.0 means a 100% yield; for example, 0.34 means a 34% yield). (1) The reactants are C([O:8][C:9]1[CH:18]=[C:17]2[C:12]([C:13]([N:20]3[CH2:24][CH2:23][CH2:22][CH2:21]3)=[CH:14][C:15]([CH3:19])=[N:16]2)=[CH:11][CH:10]=1)C1C=CC=CC=1. The catalyst is CO.[Pd]. The product is [CH3:19][C:15]1[CH:14]=[C:13]([N:20]2[CH2:24][CH2:23][CH2:22][CH2:21]2)[C:12]2[C:17](=[CH:18][C:9]([OH:8])=[CH:10][CH:11]=2)[N:16]=1. The yield is 0.962. (2) The reactants are [CH3:1][NH:2][C:3]([C:5]1[C:9]2[CH:10]=[C:11](B3OC(C)(C)C(C)(C)O3)[C:12]([N:14]([CH3:19])[S:15]([CH3:18])(=[O:17])=[O:16])=[CH:13][C:8]=2[O:7][C:6]=1[C:29]([O:31][CH3:32])=[O:30])=[O:4].Cl[C:34]1[CH:35]=[CH:36][C:37]2[N:38]=[CH:39][N:40]3[C:48]4[CH:47]=[CH:46][CH:45]=[C:44]([F:49])[C:43]=4[CH:42]=[C:41]3[C:50]=2[N:51]=1.CC(C1C=C(C(C)C)C(C2C=CC=CC=2P(C2CCCCC2)C2CCCCC2)=C(C(C)C)C=1)C. The catalyst is O1CCOCC1.C1C=CC(/C=C/C(/C=C/C2C=CC=CC=2)=O)=CC=1.C1C=CC(/C=C/C(/C=C/C2C=CC=CC=2)=O)=CC=1.C1C=CC(/C=C/C(/C=C/C2C=CC=CC=2)=O)=CC=1.[Pd].[Pd]. The product is [F:49][C:44]1[C:43]2[CH:42]=[C:41]3[C:50]4[N:51]=[C:34]([C:11]5[C:12]([N:14]([CH3:19])[S:15]([CH3:18])(=[O:17])=[O:16])=[CH:13][C:8]6[O:7][C:6]([C:29]([O:31][CH3:32])=[O:30])=[C:5]([C:3](=[O:4])[NH:2][CH3:1])[C:9]=6[CH:10]=5)[CH:35]=[CH:36][C:37]=4[N:38]=[CH:39][N:40]3[C:48]=2[CH:47]=[CH:46][CH:45]=1. The yield is 0.320. (3) The reactants are [CH2:1]([C:8]1[N:13]=[N:12][C:11]([N:14]2[CH2:19][CH2:18][N:17]([C:20]3[CH:25]=[N:24][C:23]([C:26](O)=[O:27])=[CH:22][N:21]=3)[C@H:16]([CH3:29])[CH2:15]2)=[C:10]([CH3:30])[C:9]=1[CH3:31])[C:2]1[CH:7]=[CH:6][CH:5]=[CH:4][CH:3]=1.C(Cl)(=O)C(Cl)=O.C(N(C(C)C)CC)(C)C.Cl.[CH3:48][NH:49][O:50][CH3:51]. The catalyst is C(Cl)Cl.CN(C=O)C. The product is [CH3:51][O:50][N:49]([CH3:48])[C:26]([C:23]1[N:24]=[CH:25][C:20]([N:17]2[CH2:18][CH2:19][N:14]([C:11]3[N:12]=[N:13][C:8]([CH2:1][C:2]4[CH:3]=[CH:4][CH:5]=[CH:6][CH:7]=4)=[C:9]([CH3:31])[C:10]=3[CH3:30])[CH2:15][C@H:16]2[CH3:29])=[N:21][CH:22]=1)=[O:27]. The yield is 0.760. (4) The reactants are [F:1][C:2]1[C:11]2[O:10][CH2:9][CH:8]([NH:12][CH2:13][CH2:14][C:15]([C:17]3[C:25]4[C:20](=[CH:21][CH:22]=[C:23]([F:26])[CH:24]=4)[NH:19][CH:18]=3)=[O:16])[CH2:7][C:6]=2[C:5]([C:27]([NH2:29])=[O:28])=[CH:4][CH:3]=1.[C:30]1(=O)[CH2:33][CH2:32][CH2:31]1.C(O)(=O)C.C([BH3-])#N.[Na+]. The catalyst is CO.CCOC(C)=O.CCCCCC.CO. The product is [CH:30]1([N:12]([CH2:13][CH2:14][C:15]([C:17]2[C:25]3[C:20](=[CH:21][CH:22]=[C:23]([F:26])[CH:24]=3)[NH:19][CH:18]=2)=[O:16])[CH:8]2[CH2:7][C:6]3[C:5]([C:27]([NH2:29])=[O:28])=[CH:4][CH:3]=[C:2]([F:1])[C:11]=3[O:10][CH2:9]2)[CH2:33][CH2:32][CH2:31]1. The yield is 0.420. (5) The reactants are Br[C:2]1[S:3][CH:4]=[CH:5][C:6]=1[C:7]([O:9]C)=O.[NH2:11][C:12]1[CH:17]=[CH:16][CH:15]=[CH:14][C:13]=1B(O)O.C([O-])(=O)C.[Na+]. The catalyst is CN(C=O)C.C1C=CC(P(C2C=CC=CC=2)[C-]2C=CC=C2)=CC=1.C1C=CC(P(C2C=CC=CC=2)[C-]2C=CC=C2)=CC=1.Cl[Pd]Cl.[Fe+2]. The product is [S:3]1[C:2]2[C:17]3[CH:16]=[CH:15][CH:14]=[CH:13][C:12]=3[NH:11][C:7](=[O:9])[C:6]=2[CH:5]=[CH:4]1. The yield is 0.120. (6) The reactants are [CH:1]1([N:5]2[CH2:10][CH2:9][N:8]([C:11]([C:13]3[CH:14]=[C:15]4[C:19](=[CH:20][CH:21]=3)[NH:18][C:17]([C:22]([N:24]3[CH2:29][CH2:28][C:27]([F:31])([F:30])[CH2:26][CH2:25]3)=[O:23])=[CH:16]4)=[O:12])[CH2:7][CH2:6]2)[CH2:4][CH2:3][CH2:2]1.[F:32][C:33]([F:44])([F:43])[C:34]1[CH:35]=[C:36](B(O)O)[CH:37]=[CH:38][CH:39]=1.N1C=CC=CC=1. The catalyst is ClCCl.C([O-])(=O)C.[Cu+2].C([O-])(=O)C. The product is [CH:1]1([N:5]2[CH2:6][CH2:7][N:8]([C:11]([C:13]3[CH:14]=[C:15]4[C:19](=[CH:20][CH:21]=3)[N:18]([C:38]3[CH:37]=[CH:36][CH:35]=[C:34]([C:33]([F:44])([F:43])[F:32])[CH:39]=3)[C:17]([C:22]([N:24]3[CH2:25][CH2:26][C:27]([F:30])([F:31])[CH2:28][CH2:29]3)=[O:23])=[CH:16]4)=[O:12])[CH2:9][CH2:10]2)[CH2:2][CH2:3][CH2:4]1. The yield is 0.600.